The task is: Predict the reactants needed to synthesize the given product.. This data is from Full USPTO retrosynthesis dataset with 1.9M reactions from patents (1976-2016). Given the product [CH3:1][C:2]1[C:3]([C:14]([Cl:19])=[O:16])=[N:4][C:5]([C:8]2[CH:13]=[CH:12][CH:11]=[CH:10][CH:9]=2)=[CH:6][CH:7]=1, predict the reactants needed to synthesize it. The reactants are: [CH3:1][C:2]1[C:3]([C:14]([OH:16])=O)=[N:4][C:5]([C:8]2[CH:13]=[CH:12][CH:11]=[CH:10][CH:9]=2)=[CH:6][CH:7]=1.S(Cl)([Cl:19])=O.